This data is from Reaction yield outcomes from USPTO patents with 853,638 reactions. The task is: Predict the reaction yield, written as a fraction of the theoretical maximum amount of product (1.0 means a 100% yield; for example, 0.34 means a 34% yield). (1) The reactants are [N+](=[CH:3][C:4]([C:6]1[S:7][CH:8]=[CH:9][CH:10]=1)=[O:5])=[N-].[Cl:11][C:12]1[C:13](=[O:22])[C:14](=[O:21])[C:15]([Cl:20])=[C:16]([Cl:19])[C:17]=1[Cl:18]. The catalyst is C1C=CC=CC=1. The product is [Cl:11][C:12]1[C:13]2[O:22][CH:3]([C:4]([C:6]3[S:7][CH:8]=[CH:9][CH:10]=3)=[O:5])[O:21][C:14]=2[C:15]([Cl:20])=[C:16]([Cl:19])[C:17]=1[Cl:18]. The yield is 0.434. (2) The reactants are [I:1][C:2]1[C:7](I)=[CH:6][C:5]([O:9][CH3:10])=[C:4]([O:11][CH3:12])[CH:3]=1.[N+:13]([O-])([OH:15])=[O:14]. The catalyst is C(O)(=O)C. The product is [I:1][C:2]1[C:7]([N+:13]([O-:15])=[O:14])=[CH:6][C:5]([O:9][CH3:10])=[C:4]([O:11][CH3:12])[CH:3]=1. The yield is 0.750.